The task is: Predict the product of the given reaction.. This data is from Forward reaction prediction with 1.9M reactions from USPTO patents (1976-2016). (1) Given the reactants [CH3:1][O:2][C:3]1[CH:4]=[CH:5][C:6]2[N:10]=[CH:9][N:8]([CH2:11][C:12]3[CH:22]=[CH:21][C:15]4[N:16]=[C:17]([S:19][CH3:20])[O:18][C:14]=4[CH:13]=3)[C:7]=2[CH:23]=1.C1C=C(Cl)C=C(C(OO)=[O:32])C=1, predict the reaction product. The product is: [CH3:1][O:2][C:3]1[CH:4]=[CH:5][C:6]2[N:10]=[CH:9][N:8]([CH2:11][C:12]3[CH:22]=[CH:21][C:15]4[N:16]=[C:17]([S:19]([CH3:20])=[O:32])[O:18][C:14]=4[CH:13]=3)[C:7]=2[CH:23]=1. (2) Given the reactants [Cl:1][C:2]1[CH:28]=[CH:27][C:5]2[C:6](=[O:26])[N:7]=[C:8]([C:10]3[CH:15]=[C:14]([CH2:16][CH2:17][C:18]([O:20]C(C)(C)C)=[O:19])[CH:13]=[C:12]([CH3:25])[N:11]=3)[S:9][C:4]=2[CH:3]=1, predict the reaction product. The product is: [Cl:1][C:2]1[CH:28]=[CH:27][C:5]2[C:6](=[O:26])[N:7]=[C:8]([C:10]3[CH:15]=[C:14]([CH2:16][CH2:17][C:18]([OH:20])=[O:19])[CH:13]=[C:12]([CH3:25])[N:11]=3)[S:9][C:4]=2[CH:3]=1. (3) Given the reactants C(Cl)(=O)C(Cl)=O.[Br:7][C:8]1[CH:9]=[C:10]2[C:14](=[CH:15][CH:16]=1)[N:13]([CH3:17])[C:12]([C:18]([OH:20])=O)=[CH:11]2.[NH2:21][C:22]1[CH:31]=[CH:30][C:29]([Cl:32])=[CH:28][C:23]=1[C:24]([O:26][CH3:27])=[O:25].O.C(=O)(O)[O-].[Na+], predict the reaction product. The product is: [Br:7][C:8]1[CH:9]=[C:10]2[C:14](=[CH:15][CH:16]=1)[N:13]([CH3:17])[C:12]([C:18]([NH:21][C:22]1[CH:31]=[CH:30][C:29]([Cl:32])=[CH:28][C:23]=1[C:24]([O:26][CH3:27])=[O:25])=[O:20])=[CH:11]2. (4) The product is: [CH2:1]([C@H:8]1[CH2:12][O:11][C:10](=[O:13])[N:9]1[C:14](=[O:44])[C@@H:15]([O:43][CH3:45])[CH2:16][C@@H:17]1[CH2:22][CH2:21][C@@H:20]([O:23][CH2:24][C:25]2[CH:30]=[CH:29][C:28]([O:31][CH3:32])=[CH:27][CH:26]=2)[CH2:19][N:18]1[S:33]([C:36]1[CH:37]=[CH:38][C:39]([CH3:42])=[CH:40][CH:41]=1)(=[O:34])=[O:35])[C:2]1[CH:3]=[CH:4][CH:5]=[CH:6][CH:7]=1. Given the reactants [CH2:1]([C@H:8]1[CH2:12][O:11][C:10](=[O:13])[N:9]1[C:14](=[O:44])[C@@H:15]([OH:43])[CH2:16][C@@H:17]1[CH2:22][CH2:21][C@@H:20]([O:23][CH2:24][C:25]2[CH:30]=[CH:29][C:28]([O:31][CH3:32])=[CH:27][CH:26]=2)[CH2:19][N:18]1[S:33]([C:36]1[CH:41]=[CH:40][C:39]([CH3:42])=[CH:38][CH:37]=1)(=[O:35])=[O:34])[C:2]1[CH:7]=[CH:6][CH:5]=[CH:4][CH:3]=1.[CH3:45]N(C)C1C2C(=CC=CC=2N(C)C)C=CC=1.F[B-](F)(F)F.C[O+](C)C, predict the reaction product. (5) Given the reactants [N:1]([C:4]1[CH:5]=[C:6]([CH2:11][C@H:12]([NH:16][C:17]([C:19]2[CH:38]=[CH:37][C:22]3[N:23]([CH:31]4[CH2:36][CH2:35][CH2:34][CH2:33][CH2:32]4)[C:24]([C:26]4[CH:30]=[CH:29][O:28][CH:27]=4)=[N:25][C:21]=3[CH:20]=2)=[O:18])[C:13]([OH:15])=[O:14])[CH:7]=[CH:8][C:9]=1[OH:10])=[N+:2]=[N-:3].Br[CH2:40][C:41]([O:43]C)=[O:42].C([O-])([O-])=O.[Cs+].[Cs+].CO, predict the reaction product. The product is: [N:1]([C:4]1[CH:5]=[C:6]([CH2:11][C@H:12]([NH:16][C:17]([C:19]2[CH:38]=[CH:37][C:22]3[N:23]([CH:31]4[CH2:36][CH2:35][CH2:34][CH2:33][CH2:32]4)[C:24]([C:26]4[CH:30]=[CH:29][O:28][CH:27]=4)=[N:25][C:21]=3[CH:20]=2)=[O:18])[C:13]([OH:15])=[O:14])[CH:7]=[CH:8][C:9]=1[O:10][CH2:40][C:41]([OH:43])=[O:42])=[N+:2]=[N-:3]. (6) Given the reactants O.NN.[CH3:4][O:5][C:6]1[CH:7]=[C:8](/[CH:16]=[CH:17]/[CH:18]=[CH:19]/[C:20]([N:22]2[CH2:27][CH2:26][N:25]([C:28](=[O:45])/[CH:29]=[CH:30]/[CH:31]=[CH:32]/[C:33]3[CH:38]=[C:37]([O:39][CH3:40])[C:36]([O:41][CH3:42])=[C:35]([O:43][CH3:44])[CH:34]=3)[CH2:24][CH:23]2[CH2:46][N:47]2C(=O)C3=CC=CC=C3C2=O)=[O:21])[CH:9]=[C:10]([O:14][CH3:15])[C:11]=1[O:12][CH3:13], predict the reaction product. The product is: [NH2:47][CH2:46][CH:23]1[CH2:24][N:25]([C:28](=[O:45])/[CH:29]=[CH:30]/[CH:31]=[CH:32]/[C:33]2[CH:38]=[C:37]([O:39][CH3:40])[C:36]([O:41][CH3:42])=[C:35]([O:43][CH3:44])[CH:34]=2)[CH2:26][CH2:27][N:22]1[C:20](=[O:21])/[CH:19]=[CH:18]/[CH:17]=[CH:16]/[C:8]1[CH:7]=[C:6]([O:5][CH3:4])[C:11]([O:12][CH3:13])=[C:10]([O:14][CH3:15])[CH:9]=1. (7) Given the reactants [CH2:1]([NH:5][C:6](=O)[C:7]1[CH:12]=[CH:11][CH:10]=[C:9]([O:13][CH3:14])[C:8]=1[O:15][CH3:16])[CH2:2][CH2:3][CH3:4].B, predict the reaction product. The product is: [CH2:1]([NH:5][CH2:6][C:7]1[CH:12]=[CH:11][CH:10]=[C:9]([O:13][CH3:14])[C:8]=1[O:15][CH3:16])[CH2:2][CH2:3][CH3:4]. (8) Given the reactants [C:1]([O:5][C:6]([NH:8][C@@H:9]([CH2:13][O:14][CH2:15][C@H:16]([O:26][CH2:27][CH2:28][CH3:29])[C@H:17]([C@@H:23]([OH:25])[CH3:24])[CH2:18][CH2:19][CH:20]([CH3:22])[CH3:21])[C:10](O)=[O:11])=[O:7])([CH3:4])([CH3:3])[CH3:2].CC1C=CC=C([N+]([O-])=O)C=1C(OC(C1C([N+]([O-])=O)=CC=CC=1C)=O)=O, predict the reaction product. The product is: [CH2:18]([C@H:17]1[C@H:23]([CH3:24])[O:25][C:10](=[O:11])[C@@H:9]([NH:8][C:6](=[O:7])[O:5][C:1]([CH3:4])([CH3:3])[CH3:2])[CH2:13][O:14][CH2:15][C@@H:16]1[O:26][CH2:27][CH2:28][CH3:29])[CH2:19][CH:20]([CH3:22])[CH3:21]. (9) Given the reactants C([N:8]1[CH2:17][C:16]2[NH:15][C:14]3[CH2:18][CH2:19][CH2:20][S:21](=[O:23])(=[O:22])[C:13]=3[CH:12]([C:24]3[CH:29]=[CH:28][C:27]([F:30])=[C:26]([Br:31])[CH:25]=3)[C:11]=2[C:10](=[O:32])[CH2:9]1)C1C=CC=CC=1.Cl[C:34]([O:36][CH:37]=[CH2:38])=[O:35], predict the reaction product. The product is: [Br:31][C:26]1[CH:25]=[C:24]([CH:12]2[C:11]3[C:10](=[O:32])[CH2:9][N:8]([C:34]([O:36][CH:37]=[CH2:38])=[O:35])[CH2:17][C:16]=3[NH:15][C:14]3[CH2:18][CH2:19][CH2:20][S:21](=[O:23])(=[O:22])[C:13]2=3)[CH:29]=[CH:28][C:27]=1[F:30]. (10) Given the reactants [CH3:1][N:2]1[CH:6]=[CH:5][C:4]([C:7]([OH:9])=[O:8])=[N:3]1.[B-](F)(F)(F)[F:11].[B-](F)(F)(F)F.C1[N+]2(CCl)CC[N+](F)(CC2)C1, predict the reaction product. The product is: [F:11][C:5]1[C:4]([C:7]([OH:9])=[O:8])=[N:3][N:2]([CH3:1])[CH:6]=1.